This data is from Catalyst prediction with 721,799 reactions and 888 catalyst types from USPTO. The task is: Predict which catalyst facilitates the given reaction. (1) Reactant: Br[C:2]1[S:6][C:5]([NH2:7])=[N:4][N:3]=1.[Br:8][C:9]1[CH:20]=[CH:19][C:18]([F:21])=[CH:17][C:10]=1[O:11][C@H:12]1[CH2:16][CH2:15][NH:14][CH2:13]1.C(=O)([O-])[O-].[Na+].[Na+]. Product: [Br:8][C:9]1[CH:20]=[CH:19][C:18]([F:21])=[CH:17][C:10]=1[O:11][C@H:12]1[CH2:16][CH2:15][N:14]([C:2]2[S:6][C:5]([NH2:7])=[N:4][N:3]=2)[CH2:13]1. The catalyst class is: 14. (2) Product: [CH3:27][C:28]([CH3:32])([CH3:31])[CH:29]([C:20]1[O:16][C:17]([C:21]2[CH:26]=[CH:25][N:24]=[CH:23][CH:22]=2)=[N:18][N:19]=1)[OH:30]. Reactant: C([Li])CCC.CC1(C)CCCC(C)(C)N1.[O:16]1[CH:20]=[N:19][N:18]=[C:17]1[C:21]1[CH:26]=[CH:25][N:24]=[CH:23][CH:22]=1.[CH3:27][C:28]([CH3:32])([CH3:31])[CH:29]=[O:30].C(O)C(N)(CO)CO.Cl. The catalyst class is: 7. (3) Reactant: [Cl:1][C:2]1[C:10]([CH3:11])=[C:9]2[C:5]([C:6]([C:12]3[S:13][C:14]([C:20]4[CH:21]=[N:22][CH:23]=[CH:24][CH:25]=4)=[C:15]([C:17](O)=[O:18])[N:16]=3)=[N:7][NH:8]2)=[CH:4][CH:3]=1.C(N(CC)CC)C.F[P-](F)(F)(F)(F)F.N1(OC(N(C)C)=[N+](C)C)C2N=CC=CC=2N=N1. Product: [ClH:1].[Cl:1][C:2]1[C:10]([CH3:11])=[C:9]2[C:5]([C:6]([C:12]3[S:13][C:14]([C:20]4[CH:21]=[N:22][CH:23]=[CH:24][CH:25]=4)=[C:15]([CH:17]=[O:18])[N:16]=3)=[N:7][NH:8]2)=[CH:4][CH:3]=1. The catalyst class is: 3. (4) Reactant: [C:1]([CH2:3][C@@H:4]1[CH2:13][C:12]2[C:7](=[CH:8][CH:9]=[CH:10][CH:11]=2)[CH2:6][N:5]1[C:14]([O:16][CH2:17][C:18]1[CH:23]=[CH:22][CH:21]=[CH:20][CH:19]=1)=[O:15])#[N:2].B.C1COCC1.[NH4+].[Cl-]. Product: [NH2:2][CH2:1][CH2:3][C@@H:4]1[CH2:13][C:12]2[C:7](=[CH:8][CH:9]=[CH:10][CH:11]=2)[CH2:6][N:5]1[C:14]([O:16][CH2:17][C:18]1[CH:19]=[CH:20][CH:21]=[CH:22][CH:23]=1)=[O:15]. The catalyst class is: 1. (5) Reactant: [CH3:1][O:2][CH:3]1[CH2:8][CH2:7][N:6]([CH2:9][CH2:10][CH2:11][NH2:12])[CH2:5][CH2:4]1.Cl[C:14]1[N:15]=[N+:16]([O-:27])[C:17]2[CH:26]=[C:25]3[C:21]([CH2:22][CH2:23][CH2:24]3)=[CH:20][C:18]=2[N:19]=1.CCN(CC)CC. Product: [CH3:1][O:2][CH:3]1[CH2:8][CH2:7][N:6]([CH2:9][CH2:10][CH2:11][NH:12][C:14]2[N:15]=[N+:16]([O-:27])[C:17]3[CH:26]=[C:25]4[C:21]([CH2:22][CH2:23][CH2:24]4)=[CH:20][C:18]=3[N:19]=2)[CH2:5][CH2:4]1. The catalyst class is: 57. (6) Reactant: N[C:2]1[CH:7]=[CH:6][CH:5]=[CH:4][C:3]=1[S:8]([NH:11][C:12]1[CH:13]=[CH:14][C:15]([C:22]([F:25])([F:24])[F:23])=[C:16]2[C:21]=1[N:20]=[CH:19][CH:18]=[CH:17]2)(=[O:10])=[O:9].CC(O)=O. Product: [F:25][C:22]([F:24])([F:23])[C:15]1[CH:14]=[C:13]2[C:12](=[C:21]3[C:16]=1[CH:17]=[CH:18][CH:19]=[N:20]3)[NH:11][S:8](=[O:10])(=[O:9])[C:3]1[C:2]2=[CH:7][CH:6]=[CH:5][CH:4]=1. The catalyst class is: 1. (7) Reactant: C([O:8][C:9]([C:11]1[CH:16]=[CH:15][C:14]([C:17]2[C:18](=[O:36])[N:19]([CH2:23][CH2:24][N:25]3[CH2:30][CH2:29][CH:28]([C:31]([O:33][CH2:34][CH3:35])=[O:32])[CH2:27][CH2:26]3)[CH:20]=[CH:21][CH:22]=2)=[CH:13][CH:12]=1)=[O:10])C1C=CC=CC=1.[H][H]. Product: [CH2:34]([O:33][C:31]([CH:28]1[CH2:27][CH2:26][N:25]([CH2:24][CH2:23][N:19]2[CH:20]=[CH:21][CH:22]=[C:17]([C:14]3[CH:13]=[CH:12][C:11]([C:9]([OH:10])=[O:8])=[CH:16][CH:15]=3)[C:18]2=[O:36])[CH2:30][CH2:29]1)=[O:32])[CH3:35]. The catalyst class is: 63.